From a dataset of B-cell epitopes from PDB crystal structures with 447 antigens. Token-level Classification. Given an antigen amino acid sequence, predict which amino acid positions are active epitope sites capable of antibody binding. Output is a list of indices for active positions. (1) The epitope positions are: [23, 24, 29, 30, 31, 32, 33, 95, 103, 104, 105, 106, 107, 108, 161, 162, 163, 164, 165, 167... (37 total positions)]. The amino acids at these positions are: SFSGIYMGSGGDFVNNSYQEIFNQSIYGQE.... Given the antigen sequence: NPKLYFLSTFVVTYILWFTGAYLSFSSTYSGIYMLIMLPGLMAPFIISTILIAKKKDFINRLFNLKLINLKTIPVVFLLMPAVILLSILLSIPFGGSISQFQFSGGDFVPVLFLLLLAATFEELGWRGYAFDSLQSRYSLFKASILFGIFWSLWHFPLIFVNNSYQYEIFNQSIWYGLNFFLSILPMGIIITWMCLKNRKSIILAIIFHFLINLNQELLAITQDTKIIETGVLFLVAAAIILYDKKMFFE, which amino acid positions are active epitope sites? (2) Given the antigen sequence: GSHSMRYFFTSVSRPGRGEPRFIAVGYVDDTQFVRFDSDAASQRMEPRAPWIEQEGPEYWDGETRKVKAHSQTHRVDLGTLRGYYNQSEAGSHTVQRMYGCDVGSDWRFLRGYHQYAYDGKDYIALKEDLRSWTAADMAAQTTKHKWEAAHVAEQLRAYLEGTCVEWLRRYLENGKETLQRTDAPKTHMTHHAVSDHEATLRCWALSFYPAEITLTWQRDGEDQTQDTELVETRPAGDGTFQKWAAVVVPSGQEQRYTCHVQHEGLPKPLTLRWEP, which amino acid positions are active epitope sites? The epitope positions are: [57, 60, 61, 64, 65, 67, 68, 71, 72, 74, 75, 79, 145, 149, 150, 154, 157, 158, 162, 165... (21 total positions)]. The amino acids at these positions are: EDGRKKAQTRVTKAHQAYTEW. (3) Given the antigen sequence: MRGMLPLFEPKGRVLLVDGHHLAYRTFHALKGLTTSRGEPVQAVYGFAKSLLKALKEDGDAVIVVFDAKAPSFRHEAYGGYKAGRAPTPEDFPRQLALIKELVDLLGLARLEVPGYEADDVLASLAKKAEKEGYEVRILTADKDLYQLLSDRIHVLHPEGYLITPAWLWEKYGLRPDQWADYRALTGDESDNLPGVKGIGEKTARKLLEEWGSLEALLKNLDRLKPAIREKILAHMDDLKLSWDLAKVRTDLPLEVDFAKRREPDRERLRAFLERLEFGSLLHEFGLLESPKALEEAPWPPPEGAFVGFVLSRKEPMWADLLALAAARGGRVHRAPEPYKALRDLKEARGLLAKDLSVLALREGLGLPPGDDPMLLAYLLDPSNTTPEGVARRYGGEWTEEAGERAALSERLFANLWGRLEGEERLLWLYREVERPLSAVLAHMEATGVRLDVAYLRALSLEVAEEIARLEAEVFRLAGHPFNLNSRDQLERVLFDELGL..., which amino acid positions are active epitope sites? The epitope positions are: [312, 313, 314, 351, 381, 382, 384, 385, 387, 397, 459, 463, 466, 470, 474, 483, 484, 505, 511, 514... (42 total positions)]. The amino acids at these positions are: RKELPSTTEWSAIEFLNTRSAIYRTLKSTY.... (4) Given the antigen sequence: RTVMVNLNIHNRSSDYYNRSTSPWNLHRNEDPERYPSVIWEAQCRHLGCINADGNVDYHMNSVPIQQEILVLRREPPCPNSFRLEKILVSVGCTCVTPIV, which amino acid positions are active epitope sites? The epitope positions are: [83]. The amino acids at these positions are: L. (5) Given the antigen sequence: RRRQLIRQLLERDKTPLAILFMAAVVGTLVGLAAVAFDKGVAWLQNQRMGALVHTADNYPLLLTVAFLCSAVLAMFGYFLVRKYAPEAGGSGIPEIEGALEDQRPVRWWRVLPVKFFGGLGTLGGGMVLGRQGPTVQIGGNIGRMVLDIFRLKGDEARHTLLATGAAAGLAAAFNAPLAGILFIIEEMRPQFRYTLISIKAVFIGVIMSTIMYRIFNHEVALIDVGKLSDAPLNTLWLYLILGIIFGIFGPIFNKWVLGMQDLLHRVHGGNITKWVLMGGAIGGLCGLLGFVAPATSGGGFNLIPIATAGNFSMGMLVFIFVARVITTLLCFSSGAPGGIFAPMLALGTVLGTAFGMVAVELFPQYHLEAGTFAIAGMGALLAASIRAPLTGIILVLEMTDNYQLILPMIITGLGATLLAQFTGGKPLYSAILARTLAKQEAEQ, which amino acid positions are active epitope sites? The epitope positions are: [214, 217, 218, 226, 229, 231, 232, 233, 363, 364, 365, 366]. The amino acids at these positions are: IHEKDPLNPQYH.